From a dataset of Peptide-MHC class II binding affinity with 134,281 pairs from IEDB. Regression. Given a peptide amino acid sequence and an MHC pseudo amino acid sequence, predict their binding affinity value. This is MHC class II binding data. (1) The peptide sequence is RDSDDWLNKYSYYPE. The MHC is DRB3_0301 with pseudo-sequence DRB3_0301. The binding affinity (normalized) is 0.475. (2) The peptide sequence is SFMQEIPTFLQEALN. The MHC is DRB1_0101 with pseudo-sequence DRB1_0101. The binding affinity (normalized) is 0.738. (3) The peptide sequence is LSEFGKAKGSRAIWY. The MHC is HLA-DQA10201-DQB10402 with pseudo-sequence HLA-DQA10201-DQB10402. The binding affinity (normalized) is 0.369. (4) The peptide sequence is AADHAAPEDKYEAFV. The MHC is HLA-DQA10401-DQB10402 with pseudo-sequence HLA-DQA10401-DQB10402. The binding affinity (normalized) is 0.354. (5) The peptide sequence is GPVFTFLAYLVLDPL. The MHC is HLA-DQA10501-DQB10301 with pseudo-sequence HLA-DQA10501-DQB10301. The binding affinity (normalized) is 0.163. (6) The peptide sequence is ATAAAIQLKCSDSMP. The binding affinity (normalized) is 0.155. The MHC is HLA-DPA10201-DPB11401 with pseudo-sequence HLA-DPA10201-DPB11401. (7) The peptide sequence is STGGAYDTYKCIPSL. The MHC is HLA-DPA10201-DPB11401 with pseudo-sequence HLA-DPA10201-DPB11401. The binding affinity (normalized) is 0.